This data is from Catalyst prediction with 721,799 reactions and 888 catalyst types from USPTO. The task is: Predict which catalyst facilitates the given reaction. Reactant: [CH3:1][CH2:2]/[CH:3]=[CH:4]\[CH2:5][C@H:6]1[C:11]23[C:15](=[CH:16][C:17](=[O:18])[C@:9]([OH:20])([CH2:10]2)[CH2:8][C@H:7]1[CH2:21][C:22]([C@H:24]([OH:35])[CH2:25][CH2:26][CH2:27][CH2:28][CH2:29][CH2:30][CH2:31][C:32]([OH:34])=[O:33])=[O:23])[NH:14][CH2:13][C@@H:12]3[OH:19].N1C=CC=CC=1.C(OC(=O)C)(=O)C. Product: [CH3:1][CH2:2]/[CH:3]=[CH:4]\[CH2:5][C@H:6]1[C:11]23[C:15](=[CH:16][C:17](=[O:18])[C@:9]([OH:20])([CH2:10]2)[CH2:8][C@H:7]1[CH2:21][C:22]([C@@H:24]([OH:35])[CH2:25][CH2:26][CH2:27][CH2:28][CH2:29][CH2:30][CH2:31][C:32]([OH:34])=[O:33])=[O:23])[NH:14][CH2:13][C@@H:12]3[OH:19]. The catalyst class is: 16.